Task: Predict the reaction yield, written as a fraction of the theoretical maximum amount of product (1.0 means a 100% yield; for example, 0.34 means a 34% yield).. Dataset: Reaction yield outcomes from USPTO patents with 853,638 reactions The reactants are [CH:1]([N:4]1[C:9](=[O:10])[C:8]([NH:11][CH2:12][C:13]([OH:15])=O)=[CH:7][CH:6]=[N:5]1)([CH3:3])[CH3:2].IC(C)C.N1NC(=O)C=CC=1.Cl.[F:28][C:29]([F:44])([F:43])[C:30]1[CH:42]=[CH:41][CH:40]=[CH:39][C:31]=1[O:32][CH:33]1[CH2:38][CH2:37][NH:36][CH2:35][CH2:34]1. No catalyst specified. The product is [CH:1]([N:4]1[C:9](=[O:10])[C:8]([NH:11][CH2:12][C:13](=[O:15])[N:36]2[CH2:35][CH2:34][CH:33]([O:32][C:31]3[CH:39]=[CH:40][CH:41]=[CH:42][C:30]=3[C:29]([F:28])([F:43])[F:44])[CH2:38][CH2:37]2)=[CH:7][CH:6]=[N:5]1)([CH3:2])[CH3:3]. The yield is 0.690.